From a dataset of Forward reaction prediction with 1.9M reactions from USPTO patents (1976-2016). Predict the product of the given reaction. (1) Given the reactants [OH:1][CH:2]([CH3:9])[C:3]([O:5][CH2:6][CH:7]=[CH2:8])=[O:4].C(N(CC)CC)C.[CH3:17][Si:18](Cl)([CH3:20])[CH3:19], predict the reaction product. The product is: [CH3:17][Si:18]([CH3:20])([CH3:19])[O:1][CH:2]([CH3:9])[C:3]([O:5][CH2:6][CH:7]=[CH2:8])=[O:4]. (2) The product is: [Br:22][C:11]1[N:12]([CH:15]2[CH2:20][CH2:19][CH2:18][CH2:17][O:16]2)[C:13]2[C:9]([N:10]=1)=[C:8]([NH2:21])[N:7]=[C:6]([O:5][CH2:1][CH2:2][CH2:3][CH3:4])[N:14]=2. Given the reactants [CH2:1]([O:5][C:6]1[N:14]=[C:13]2[C:9]([N:10]=[CH:11][N:12]2[CH:15]2[CH2:20][CH2:19][CH2:18][CH2:17][O:16]2)=[C:8]([NH2:21])[N:7]=1)[CH2:2][CH2:3][CH3:4].[Br:22]N1C(=O)CCC1=O.S([O-])([O-])(=O)=O.[Na+].[Na+], predict the reaction product. (3) Given the reactants C1C=C(Cl)C=C(C(OO)=[O:9])C=1.[CH3:12][N:13]([C:22]1[CH:27]=[CH:26][CH:25]=[C:24]([C:28]2[CH:33]=[CH:32][CH:31]=[CH:30][CH:29]=2)[N:23]=1)[C:14]1[CH:19]=[CH:18][N:17]=[C:16]([S:20][CH3:21])[N:15]=1, predict the reaction product. The product is: [CH3:12][N:13]([C:22]1[CH:27]=[CH:26][CH:25]=[C:24]([C:28]2[CH:33]=[CH:32][CH:31]=[CH:30][CH:29]=2)[N:23]=1)[C:14]1[CH:19]=[CH:18][N:17]=[C:16]([S:20]([CH3:21])=[O:9])[N:15]=1.